Task: Predict the reactants needed to synthesize the given product.. Dataset: Full USPTO retrosynthesis dataset with 1.9M reactions from patents (1976-2016) (1) Given the product [ClH:21].[CH3:1][O:2][CH2:3][CH2:4][C:5]1([CH2:18][O:19][CH3:20])[CH2:6][CH2:7][NH:8][CH2:9][CH2:10]1, predict the reactants needed to synthesize it. The reactants are: [CH3:1][O:2][CH2:3][CH2:4][C:5]1([CH2:18][O:19][CH3:20])[CH2:10][CH2:9][N:8](C(OC(C)(C)C)=O)[CH2:7][CH2:6]1.[ClH:21]. (2) Given the product [CH3:20][C@@H:18]1[O:19][CH:11]([O:10][C:1]([C:2]2[CH:7]=[CH:6][CH:5]=[CH:4][CH:3]=2)=[O:8])[C@@H:12]([O:13][C:1]([C:2]2[CH:7]=[CH:6][CH:5]=[CH:4][CH:3]=2)=[O:8])[CH:14]([O:15][C:1]([C:2]2[CH:7]=[CH:6][CH:5]=[CH:4][CH:3]=2)=[O:8])[C@H:16]1[O:17][C:1]([C:2]1[CH:7]=[CH:6][CH:5]=[CH:4][CH:3]=1)=[O:8], predict the reactants needed to synthesize it. The reactants are: [C:1](Cl)(=[O:8])[C:2]1[CH:7]=[CH:6][CH:5]=[CH:4][CH:3]=1.[O:10]=[CH:11][C@H:12]([C@@H:14]([C@@H:16]([C@H:18]([CH3:20])[OH:19])[OH:17])[OH:15])[OH:13]. (3) The reactants are: [C:1]([O:5][C:6](=[O:33])[N:7]([CH:9]1[CH2:14][CH2:13][CH:12]([NH:15][CH2:16][C:17]2[CH:22]=[C:21]([C:23]3[CH:24]=[N:25][C:26]([CH3:29])=[CH:27][CH:28]=3)[CH:20]=[CH:19][C:18]=2[O:30][CH2:31][CH3:32])[CH2:11][CH2:10]1)[CH3:8])([CH3:4])([CH3:3])[CH3:2].[Cl:34][C:35]1[C:36]2[CH:46]=[CH:45][CH:44]=[CH:43][C:37]=2[S:38][C:39]=1[C:40](Cl)=[O:41]. Given the product [Cl:34][C:35]1[C:36]2[CH:46]=[CH:45][CH:44]=[CH:43][C:37]=2[S:38][C:39]=1[C:40]([N:15]([CH2:16][C:17]1[CH:22]=[C:21]([C:23]2[CH:24]=[N:25][C:26]([CH3:29])=[CH:27][CH:28]=2)[CH:20]=[CH:19][C:18]=1[O:30][CH2:31][CH3:32])[CH:12]1[CH2:11][CH2:10][CH:9]([N:7]([CH3:8])[C:6](=[O:33])[O:5][C:1]([CH3:3])([CH3:4])[CH3:2])[CH2:14][CH2:13]1)=[O:41], predict the reactants needed to synthesize it. (4) Given the product [Br:31][C:32]1[CH:33]=[C:34]2[C:43]([C:42]3[CH:41]=[CH:40][C:39]([C:9]4[CH:10]=[CH:11][C:12]5[N:16]=[C:15]([C@@H:17]6[CH2:21][CH2:20][CH2:19][N:18]6[C:22]([O:24][C:25]([CH3:28])([CH3:26])[CH3:27])=[O:23])[NH:14][C:13]=5[CH:29]=4)=[CH:38][C:37]=3[CH2:36][CH2:35]2)=[CH:44][CH:45]=1, predict the reactants needed to synthesize it. The reactants are: CC1(C)C(C)(C)OB([C:9]2[CH:10]=[CH:11][C:12]3[N:16]=[C:15]([C@@H:17]4[CH2:21][CH2:20][CH2:19][N:18]4[C:22]([O:24][C:25]([CH3:28])([CH3:27])[CH3:26])=[O:23])[NH:14][C:13]=3[CH:29]=2)O1.[Br:31][C:32]1[CH:45]=[CH:44][C:43]2[C:42]3[C:37](=[CH:38][C:39](Br)=[CH:40][CH:41]=3)[CH2:36][CH2:35][C:34]=2[CH:33]=1.C(=O)([O-])[O-].[K+].[K+]. (5) The reactants are: [F:1][C:2]1[CH:7]=[CH:6][C:5]([S:8]([NH:11][CH:12]([CH2:15][CH3:16])[CH2:13][CH3:14])(=[O:10])=[O:9])=[CH:4][CH:3]=1.Br[CH2:18][C:19]1[CH:20]=[CH:21][C:22]([C:25]#[N:26])=[N:23][CH:24]=1.C([O-])([O-])=O.[K+].[K+]. Given the product [C:25]([C:22]1[N:23]=[CH:24][C:19]([CH2:18][N:11]([CH:12]([CH2:15][CH3:16])[CH2:13][CH3:14])[S:8]([C:5]2[CH:4]=[CH:3][C:2]([F:1])=[CH:7][CH:6]=2)(=[O:10])=[O:9])=[CH:20][CH:21]=1)#[N:26], predict the reactants needed to synthesize it. (6) Given the product [O:4]=[C:3]([NH:5][C:6]12[CH2:15][C@@H:10]3[CH2:11][C@@H:12]([CH2:14][C:8]([C:16]4[CH:21]=[CH:20][CH:19]=[CH:18][CH:17]=4)([CH2:9]3)[CH2:7]1)[CH2:13]2)[CH2:2][N:22]1[CH2:27][CH2:26][CH:25]([C:28]([NH2:30])=[O:29])[CH2:24][CH2:23]1, predict the reactants needed to synthesize it. The reactants are: Cl[CH2:2][C:3]([NH:5][C:6]12[CH2:15][CH:10]3[CH2:11][CH:12]([CH2:14][C:8]([C:16]4[CH:21]=[CH:20][CH:19]=[CH:18][CH:17]=4)([CH2:9]3)[CH2:7]1)[CH2:13]2)=[O:4].[NH:22]1[CH2:27][CH2:26][CH:25]([C:28]([NH2:30])=[O:29])[CH2:24][CH2:23]1.C([O-])([O-])=O.[K+].[K+].C(O)(C(F)(F)F)=O. (7) Given the product [NH2:9][C:3]1[N:4]=[CH:5][N:6]=[C:7]([NH:10][CH2:11][CH:12]2[CH2:13][CH2:14][N:15]([C:18](=[O:20])[CH:47]=[CH2:48])[CH2:16][CH2:17]2)[C:2]=1[C:35]1[CH:34]=[N:33][C:32]([O:25][C:26]2[CH:31]=[CH:30][CH:29]=[CH:28][CH:27]=2)=[CH:37][CH:36]=1, predict the reactants needed to synthesize it. The reactants are: Cl[C:2]1[C:3]([NH2:9])=[N:4][CH:5]=[N:6][C:7]=1Cl.[NH2:10][CH2:11][CH:12]1[CH2:17][CH2:16][N:15]([C:18]([O:20]C(C)(C)C)=O)[CH2:14][CH2:13]1.[O:25]([C:32]1[CH:37]=[CH:36][C:35](B2OC(C)(C)C(C)(C)O2)=[CH:34][N:33]=1)[C:26]1[CH:31]=[CH:30][CH:29]=[CH:28][CH:27]=1.[C:47](Cl)(=O)[CH:48]=C.